The task is: Regression. Given two drug SMILES strings and cell line genomic features, predict the synergy score measuring deviation from expected non-interaction effect.. This data is from NCI-60 drug combinations with 297,098 pairs across 59 cell lines. (1) Drug 1: C1=NC2=C(N=C(N=C2N1C3C(C(C(O3)CO)O)O)F)N. Drug 2: CC12CCC3C(C1CCC2O)C(CC4=C3C=CC(=C4)O)CCCCCCCCCS(=O)CCCC(C(F)(F)F)(F)F. Cell line: OVCAR-8. Synergy scores: CSS=27.9, Synergy_ZIP=0.562, Synergy_Bliss=1.56, Synergy_Loewe=-23.3, Synergy_HSA=-0.517. (2) Drug 1: CNC(=O)C1=CC=CC=C1SC2=CC3=C(C=C2)C(=NN3)C=CC4=CC=CC=N4. Cell line: HT29. Synergy scores: CSS=1.38, Synergy_ZIP=3.35, Synergy_Bliss=4.71, Synergy_Loewe=2.41, Synergy_HSA=3.20. Drug 2: C1CC(=O)NC(=O)C1N2C(=O)C3=CC=CC=C3C2=O. (3) Drug 1: CC1=CC2C(CCC3(C2CCC3(C(=O)C)OC(=O)C)C)C4(C1=CC(=O)CC4)C. Drug 2: C1=NC2=C(N1)C(=S)N=C(N2)N. Cell line: SK-OV-3. Synergy scores: CSS=42.3, Synergy_ZIP=-5.69, Synergy_Bliss=-4.82, Synergy_Loewe=-8.89, Synergy_HSA=-3.16. (4) Drug 1: C1=C(C(=O)NC(=O)N1)F. Drug 2: CCCCCOC(=O)NC1=NC(=O)N(C=C1F)C2C(C(C(O2)C)O)O. Cell line: UACC-257. Synergy scores: CSS=22.3, Synergy_ZIP=0.653, Synergy_Bliss=2.77, Synergy_Loewe=-1.11, Synergy_HSA=3.01. (5) Drug 1: C1=C(C(=O)NC(=O)N1)F. Drug 2: CC1CCC2CC(C(=CC=CC=CC(CC(C(=O)C(C(C(=CC(C(=O)CC(OC(=O)C3CCCCN3C(=O)C(=O)C1(O2)O)C(C)CC4CCC(C(C4)OC)OCCO)C)C)O)OC)C)C)C)OC. Cell line: CCRF-CEM. Synergy scores: CSS=32.5, Synergy_ZIP=-12.7, Synergy_Bliss=-16.9, Synergy_Loewe=-9.53, Synergy_HSA=-7.42. (6) Drug 1: CC12CCC3C(C1CCC2O)C(CC4=C3C=CC(=C4)O)CCCCCCCCCS(=O)CCCC(C(F)(F)F)(F)F. Drug 2: C1CCC(C(C1)N)N.C(=O)(C(=O)[O-])[O-].[Pt+4]. Cell line: IGROV1. Synergy scores: CSS=18.2, Synergy_ZIP=-1.25, Synergy_Bliss=-3.46, Synergy_Loewe=-10.1, Synergy_HSA=-2.93.